This data is from Forward reaction prediction with 1.9M reactions from USPTO patents (1976-2016). The task is: Predict the product of the given reaction. (1) Given the reactants [CH:1]1[CH:2]=[CH:3][N:4]2[CH2:10][C:9]3[CH:11]=[CH:12][CH:13]=[CH:14][C:8]=3[N:7]([C:15]([C:17]3[CH:22]=[CH:21][C:20]([C:23]4[CH:28]=[CH:27][CH:26]=[CH:25][C:24]=4[CH3:29])=[C:19]([CH3:30])[CH:18]=3)=[O:16])[CH2:6][C:5]=12.C(N(CC)CC)C.[Cl:38][C:39]([Cl:44])([Cl:43])[C:40](Cl)=[O:41].C(OCC)(=O)C.CCCCCC, predict the reaction product. The product is: [Cl:38][C:39]([Cl:44])([Cl:43])[C:40]([C:3]1[N:4]2[C:5]([CH2:6][N:7]([C:15]([C:17]3[CH:22]=[CH:21][C:20]([C:23]4[CH:28]=[CH:27][CH:26]=[CH:25][C:24]=4[CH3:29])=[C:19]([CH3:30])[CH:18]=3)=[O:16])[C:8]3[CH:14]=[CH:13][CH:12]=[CH:11][C:9]=3[CH2:10]2)=[CH:1][CH:2]=1)=[O:41]. (2) Given the reactants [C:1](Cl)(=[O:8])[C:2]1[CH:7]=[CH:6][CH:5]=[CH:4][CH:3]=1.C(N(CC)CC)C.FC(F)(F)C(O)=O.[NH2:24][CH2:25][CH2:26][CH2:27][CH2:28][CH2:29][CH2:30][NH:31][C:32]([CH2:34][S:35][C:36](=[O:38])[CH3:37])=[O:33], predict the reaction product. The product is: [C:1]([NH:24][CH2:25][CH2:26][CH2:27][CH2:28][CH2:29][CH2:30][NH:31][C:32]([CH2:34][S:35][C:36](=[O:38])[CH3:37])=[O:33])(=[O:8])[C:2]1[CH:7]=[CH:6][CH:5]=[CH:4][CH:3]=1. (3) Given the reactants [C:1]([O:4][CH2:5][C:6](/[N:8]=[C:9](/[NH2:35])\[C:10]1[CH:15]=[CH:14][C:13]([C:16]([CH3:34])([C:20]2[CH:25]=[CH:24][C:23]([O:26][CH2:27][C:28]3[CH:33]=[CH:32][CH:31]=[CH:30][N:29]=3)=[CH:22][N:21]=2)[CH:17]([CH3:19])[CH3:18])=[CH:12][CH:11]=1)=[O:7])(=[O:3])[CH3:2], predict the reaction product. The product is: [C:1]([O:4][CH2:5][C:6]1[O:7][N:35]=[C:9]([C:10]2[CH:11]=[CH:12][C:13]([C:16]([CH3:34])([C:20]3[CH:25]=[CH:24][C:23]([O:26][CH2:27][C:28]4[CH:33]=[CH:32][CH:31]=[CH:30][N:29]=4)=[CH:22][N:21]=3)[CH:17]([CH3:19])[CH3:18])=[CH:14][CH:15]=2)[N:8]=1)(=[O:3])[CH3:2]. (4) The product is: [Br:1][C:2]1[CH:3]=[CH:4][C:5]2[CH:19]([CH:20]([CH3:22])[CH3:21])[NH:10][CH2:9][CH2:8][O:7][C:6]=2[CH:18]=1. Given the reactants [Br:1][C:2]1[CH:3]=[CH:4][C:5]([C:19](=O)[CH:20]([CH3:22])[CH3:21])=[C:6]([CH:18]=1)[O:7][CH2:8][CH2:9][NH:10]C(=O)OC(C)(C)C.CO, predict the reaction product. (5) Given the reactants [CH3:1][O:2][C:3]1[CH:8]=[CH:7][C:6]([N+:9]([O-:11])=[O:10])=[CH:5][C:4]=1[OH:12].I[CH2:14][CH3:15].C(=O)([O-])[O-].[K+].[K+], predict the reaction product. The product is: [CH2:14]([O:12][C:4]1[CH:5]=[C:6]([N+:9]([O-:11])=[O:10])[CH:7]=[CH:8][C:3]=1[O:2][CH3:1])[CH3:15]. (6) Given the reactants I[C:2]1[N:3]=[CH:4][N:5]([C:7]2[N:12]=[C:11]([CH:13]([F:15])[F:14])[CH:10]=[C:9]([C:16]3[CH:17]=[N:18][C:19]([C:22]([F:25])([F:24])[F:23])=[CH:20][CH:21]=3)[N:8]=2)[CH:6]=1.[C:26]([NH:30][S:31]([C:34]1[CH:35]=[C:36](B(O)O)[CH:37]=[CH:38][CH:39]=1)(=[O:33])=[O:32])([CH3:29])([CH3:28])[CH3:27], predict the reaction product. The product is: [C:26]([NH:30][S:31]([C:34]1[CH:35]=[CH:36][CH:37]=[C:38]([C:2]2[N:3]=[CH:4][N:5]([C:7]3[N:12]=[C:11]([CH:13]([F:15])[F:14])[CH:10]=[C:9]([C:16]4[CH:17]=[N:18][C:19]([C:22]([F:25])([F:24])[F:23])=[CH:20][CH:21]=4)[N:8]=3)[CH:6]=2)[CH:39]=1)(=[O:33])=[O:32])([CH3:29])([CH3:27])[CH3:28]. (7) Given the reactants [Br:1][C:2]1[C:3]([CH2:9][CH3:10])=[C:4]([OH:8])[CH:5]=[CH:6][CH:7]=1.Br[CH2:12][CH2:13][CH2:14][C:15]([O:17][CH2:18][CH3:19])=[O:16].C(=O)([O-])[O-].[K+].[K+].O, predict the reaction product. The product is: [Br:1][C:2]1[C:3]([CH2:9][CH3:10])=[C:4]([O:8][CH2:12][CH2:13][CH2:14][C:15]([O:17][CH2:18][CH3:19])=[O:16])[CH:5]=[CH:6][CH:7]=1. (8) Given the reactants [F:1][C:2]([F:19])([F:18])[O:3][C:4]1[CH:9]=[CH:8][C:7]([C:10]2[N:15]=[CH:14][N:13]=[C:12]([C:16]#[N:17])[CH:11]=2)=[CH:6][CH:5]=1.[ClH:20], predict the reaction product. The product is: [ClH:20].[F:19][C:2]([F:1])([F:18])[O:3][C:4]1[CH:9]=[CH:8][C:7]([C:10]2[N:15]=[CH:14][N:13]=[C:12]([CH2:16][NH2:17])[CH:11]=2)=[CH:6][CH:5]=1. (9) Given the reactants C([Mg]Br)C.Br[C:6]1[C:14]2[C:13](=[O:15])[N:12]([CH3:16])[C:11](=[O:17])[N:10]([CH:18]([CH3:20])[CH3:19])[C:9]=2[S:8][C:7]=1[CH2:21][C:22]1[CH:27]=[CH:26][CH:25]=[CH:24][C:23]=1[C:28]([F:31])([F:30])[F:29].[S:32]1[CH:36]=[CH:35][N:34]=[C:33]1[S:37][S:37][C:33]1[S:32][CH:36]=[CH:35][N:34]=1.C(=O)(O)[O-].[Na+], predict the reaction product. The product is: [CH3:16][N:12]1[C:13](=[O:15])[C:14]2[C:6]([S:37][C:33]3[S:32][CH:36]=[CH:35][N:34]=3)=[C:7]([CH2:21][C:22]3[CH:27]=[CH:26][CH:25]=[CH:24][C:23]=3[C:28]([F:31])([F:30])[F:29])[S:8][C:9]=2[N:10]([CH:18]([CH3:20])[CH3:19])[C:11]1=[O:17].